From a dataset of Forward reaction prediction with 1.9M reactions from USPTO patents (1976-2016). Predict the product of the given reaction. (1) Given the reactants C(N(CC)CC)C.[F:8][C:9]1[CH:28]=[CH:27][C:12]([O:13][C:14]2[CH:22]=[CH:21][C:20]([C:23]([F:26])([F:25])[F:24])=[CH:19][C:15]=2[C:16]([OH:18])=O)=[C:11]([CH3:29])[CH:10]=1.CN(C(ON1N=NC2C=CC=NC1=2)=[N+](C)C)C.F[P-](F)(F)(F)(F)F.[NH2:54][C:55]1[CH:67]=[CH:66][C:58]([C:59]([O:61][C:62]([CH3:65])([CH3:64])[CH3:63])=[O:60])=[CH:57][CH:56]=1, predict the reaction product. The product is: [F:8][C:9]1[CH:28]=[CH:27][C:12]([O:13][C:14]2[CH:22]=[CH:21][C:20]([C:23]([F:26])([F:24])[F:25])=[CH:19][C:15]=2[C:16]([NH:54][C:55]2[CH:67]=[CH:66][C:58]([C:59]([O:61][C:62]([CH3:63])([CH3:64])[CH3:65])=[O:60])=[CH:57][CH:56]=2)=[O:18])=[C:11]([CH3:29])[CH:10]=1. (2) Given the reactants [CH3:1][O:2][C:3](=[O:25])[C:4]1[CH:9]=[CH:8][CH:7]=[CH:6][C:5]=1[NH:10][C:11]1[N:15]([C:16]2[CH:21]=[CH:20][C:19]([F:22])=[CH:18][C:17]=2[F:23])[N:14]=[C:13]([CH3:24])[CH:12]=1.[Br:26]N1C(C)(C)C(=O)N(Br)C1=O, predict the reaction product. The product is: [CH3:1][O:2][C:3](=[O:25])[C:4]1[CH:9]=[CH:8][CH:7]=[CH:6][C:5]=1[NH:10][C:11]1[N:15]([C:16]2[CH:21]=[CH:20][C:19]([F:22])=[CH:18][C:17]=2[F:23])[N:14]=[C:13]([CH3:24])[C:12]=1[Br:26]. (3) Given the reactants [CH2:1]([N:4]1[C@H:9]([CH3:10])[CH2:8][N:7]([C@@H:11]([C:30]2[CH:35]=[CH:34][CH:33]=[C:32]([OH:36])[CH:31]=2)[C:12]2[CH:13]=[C:14]([C:18]([N:20]3[CH2:29][CH2:28][C:23]4(OCC[O:24]4)[CH2:22][CH2:21]3)=[O:19])[CH:15]=[CH:16][CH:17]=2)[C@@H:6]([CH3:37])[CH2:5]1)[CH:2]=[CH2:3].C(O)C.S(=O)(=O)(O)O, predict the reaction product. The product is: [OH-:19].[NH4+:4].[CH2:1]([N:4]1[C@H:9]([CH3:10])[CH2:8][N:7]([C@@H:11]([C:30]2[CH:35]=[CH:34][CH:33]=[C:32]([OH:36])[CH:31]=2)[C:12]2[CH:13]=[C:14]([CH:15]=[CH:16][CH:17]=2)[C:18]([N:20]2[CH2:29][CH2:28][C:23](=[O:24])[CH2:22][CH2:21]2)=[O:19])[C@@H:6]([CH3:37])[CH2:5]1)[CH:2]=[CH2:3]. (4) Given the reactants [I:1][C:2]1[CH:14]=[CH:13][C:12]2[C:11]3[C:6](=[CH:7][C:8]([I:15])=[CH:9][CH:10]=3)[CH2:5][C:4]=2[CH:3]=1.I[CH2:17][CH2:18][CH2:19][CH2:20][CH2:21][CH3:22].[OH-].[K+], predict the reaction product. The product is: [CH2:17]([C:5]1([CH2:13][CH2:14][CH2:2][CH2:3][CH2:4][CH3:12])[C:4]2[CH:3]=[C:2]([I:1])[CH:14]=[CH:13][C:12]=2[C:11]2[C:6]1=[CH:7][C:8]([I:15])=[CH:9][CH:10]=2)[CH2:18][CH2:19][CH2:20][CH2:21][CH3:22].